Dataset: Reaction yield outcomes from USPTO patents with 853,638 reactions. Task: Predict the reaction yield, written as a fraction of the theoretical maximum amount of product (1.0 means a 100% yield; for example, 0.34 means a 34% yield). (1) The reactants are C[O-].[Na+].Br[C:5]1[CH:6]=[CH:7][C:8]([N:11]2[C:15]([C:16]3[CH:21]=[CH:20][CH:19]=[CH:18][N:17]=3)=[CH:14][C:13]([C:22]([O:24]CC)=[O:23])=[N:12]2)=[N:9][CH:10]=1.O.[C:28](O)(=[O:30])C. The catalyst is CO.C1(C)C=CC=CC=1.[Cu]Br. The product is [CH3:28][O:30][C:5]1[CH:6]=[CH:7][C:8]([N:11]2[C:15]([C:16]3[CH:21]=[CH:20][CH:19]=[CH:18][N:17]=3)=[CH:14][C:13]([C:22]([OH:24])=[O:23])=[N:12]2)=[N:9][CH:10]=1. The yield is 0.710. (2) The reactants are I[C:2]1[CH:7]=[CH:6][C:5]([CH:8]2[C:17]([C:18]3[CH:23]=[CH:22][CH:21]=[C:20]([O:24][CH:25]4[CH2:30][CH2:29][CH2:28][CH2:27][O:26]4)[CH:19]=3)=[C:16]([CH3:31])[C:15]3[C:10](=[C:11]([O:32][CH:33]4[CH2:38][CH2:37][CH2:36][CH2:35][O:34]4)[CH:12]=[CH:13][CH:14]=3)[O:9]2)=[CH:4][CH:3]=1.[F:39][CH2:40][CH:41]1[CH2:44][N:43]([CH2:45][CH2:46][OH:47])[CH2:42]1.C(=O)([O-])[O-].[K+].[K+].C(#N)CCC. No catalyst specified. The product is [F:39][CH2:40][CH:41]1[CH2:44][N:43]([CH2:45][CH2:46][O:47][C:2]2[CH:7]=[CH:6][C:5]([CH:8]3[C:17]([C:18]4[CH:23]=[CH:22][CH:21]=[C:20]([O:24][CH:25]5[CH2:30][CH2:29][CH2:28][CH2:27][O:26]5)[CH:19]=4)=[C:16]([CH3:31])[C:15]4[C:10](=[C:11]([O:32][CH:33]5[CH2:38][CH2:37][CH2:36][CH2:35][O:34]5)[CH:12]=[CH:13][CH:14]=4)[O:9]3)=[CH:4][CH:3]=2)[CH2:42]1. The yield is 0.661. (3) The reactants are CSC1SC2C=C(C[C:13]3[N:17]4[N:18]=[C:19]([C:22]#[N:23])[CH:20]=[CH:21][C:16]4=[N:15][CH:14]=3)C=CC=2N=1.C1C=C(Cl)C=C(C(OO)=O)C=1.[O-]S([O-])=O.[Na+].[Na+]. The catalyst is C(Cl)Cl. The product is [N:15]1[CH:14]=[CH:13][N:17]2[C:16]=1[CH:21]=[CH:20][C:19]([C:22]#[N:23])=[N:18]2. The yield is 0.960. (4) The reactants are [CH3:1][C:2]1[CH:11]=[CH:10][C:9]2[CH2:8][CH2:7][CH2:6][CH:5]([NH:12][CH2:13][CH2:14][CH2:15][CH2:16][N:17]3[C:25](=[O:26])[C:24]4[C:19](=[CH:20][CH:21]=[CH:22][CH:23]=4)[C:18]3=[O:27])[C:4]=2[N:3]=1.[C:28]([O:32][C:33]([N:35]1[C:39]2[CH:40]=[CH:41][CH:42]=[CH:43][C:38]=2[N:37]=[C:36]1[CH2:44]Cl)=[O:34])([CH3:31])([CH3:30])[CH3:29].[I-].[K+].C(N(C(C)C)CC)(C)C.C(=O)(O)[O-].[Na+]. The catalyst is CC#N. The product is [C:28]([O:32][C:33]([N:35]1[C:39]2[CH:40]=[CH:41][CH:42]=[CH:43][C:38]=2[N:37]=[C:36]1[CH2:44][N:12]([CH2:13][CH2:14][CH2:15][CH2:16][N:17]1[C:25](=[O:26])[C:24]2[C:19](=[CH:20][CH:21]=[CH:22][CH:23]=2)[C:18]1=[O:27])[CH:5]1[C:4]2[N:3]=[C:2]([CH3:1])[CH:11]=[CH:10][C:9]=2[CH2:8][CH2:7][CH2:6]1)=[O:34])([CH3:31])([CH3:30])[CH3:29]. The yield is 0.660. (5) The reactants are [OH:1][C:2]([C:5]1[C:13]2[C:8](=[CH:9][C:10]([C:14](O)=[O:15])=[CH:11][CH:12]=2)[N:7]([C:17]2[CH:21]=[CH:20][S:19][CH:18]=2)[N:6]=1)([CH3:4])[CH3:3].Cl.Cl.[CH3:24][C:25]1[N:29]=[C:28]([C@H:30]([NH2:32])[CH3:31])[O:27][N:26]=1.Cl.CN(C)CCCN=C=NCC.ON1C2N=CC=CC=2N=N1.CN1CCOCC1. The catalyst is CN(C)C=O. The product is [OH:1][C:2]([C:5]1[C:13]2[C:8](=[CH:9][C:10]([C:14]([NH:32][C@@H:30]([C:28]3[O:27][N:26]=[C:25]([CH3:24])[N:29]=3)[CH3:31])=[O:15])=[CH:11][CH:12]=2)[N:7]([C:17]2[CH:21]=[CH:20][S:19][CH:18]=2)[N:6]=1)([CH3:4])[CH3:3]. The yield is 0.900. (6) The reactants are [CH2:1]([C:3]1[N:4]=[C:5]([CH3:10])[NH:6][C:7]=1[CH:8]=[O:9])[CH3:2].P([O-])(O)(O)=[O:12].[Na+].CC(=CC)C.Cl([O-])=O.[Na+]. The catalyst is O.C(O)(C)(C)C. The product is [CH2:1]([C:3]1[N:4]=[C:5]([CH3:10])[NH:6][C:7]=1[C:8]([OH:12])=[O:9])[CH3:2]. The yield is 0.250. (7) The reactants are [NH2:1][C:2](=[N:31]O)[C:3]1[CH:4]=[C:5]([NH:20][C:21](=[O:30])[C:22]2[CH:27]=[CH:26][C:25]([O:28][CH3:29])=[CH:24][CH:23]=2)[C:6]([NH:9][C:10](=[O:19])[C:11]2[CH:16]=[CH:15][C:14]([O:17][CH3:18])=[CH:13][CH:12]=2)=[CH:7][CH:8]=1.O1CCCC1.Cl.[H][H]. The catalyst is C(O)C.[Pd].O. The product is [NH2:31][C:2](=[NH:1])[C:3]1[CH:4]=[C:5]([NH:20][C:21](=[O:30])[C:22]2[CH:27]=[CH:26][C:25]([O:28][CH3:29])=[CH:24][CH:23]=2)[C:6]([NH:9][C:10](=[O:19])[C:11]2[CH:12]=[CH:13][C:14]([O:17][CH3:18])=[CH:15][CH:16]=2)=[CH:7][CH:8]=1. The yield is 0.350.